From a dataset of Reaction yield outcomes from USPTO patents with 853,638 reactions. Predict the reaction yield, written as a fraction of the theoretical maximum amount of product (1.0 means a 100% yield; for example, 0.34 means a 34% yield). (1) The reactants are [CH:1]([N:14]1[C:26]2[CH:25]=[C:24]([C:27]([O:29][CH3:30])=[O:28])[CH:23]=[CH:22][C:21]=2[C:20]2[C:15]1=[CH:16][C:17]([C:33]1[C:34]([CH3:39])=[N:35][O:36][C:37]=1[CH3:38])=[CH:18][C:19]=2[C:31]#[N:32])([C:8]1[CH:13]=[CH:12][CH:11]=[CH:10][CH:9]=1)[C:2]1[CH:7]=[CH:6][CH:5]=[CH:4][CH:3]=1.C([O-])([O-])=[O:41].[K+].[K+].OO. The catalyst is CS(C)=O.O. The product is [C:31]([C:19]1[CH:18]=[C:17]([C:33]2[C:34]([CH3:39])=[N:35][O:36][C:37]=2[CH3:38])[CH:16]=[C:15]2[C:20]=1[C:21]1[CH:22]=[CH:23][C:24]([C:27]([O:29][CH3:30])=[O:28])=[CH:25][C:26]=1[N:14]2[CH:1]([C:8]1[CH:13]=[CH:12][CH:11]=[CH:10][CH:9]=1)[C:2]1[CH:3]=[CH:4][CH:5]=[CH:6][CH:7]=1)(=[O:41])[NH2:32]. The yield is 0.556. (2) The reactants are [CH3:1][O:2][C:3](=[O:36])[CH2:4][C:5]1[CH:10]=[C:9]([C:11]2[CH:16]=[CH:15][C:14]([C:17]([F:20])([F:19])[F:18])=[CH:13][CH:12]=2)[N:8]=[C:7]([N:21]([CH2:32][CH:33]([CH3:35])[CH3:34])[C:22]2[CH:27]=[CH:26][C:25]([C:28]([F:31])([F:30])[F:29])=[CH:24][CH:23]=2)[CH:6]=1.C[Si]([N-][Si](C)(C)C)(C)C.[K+].Br[CH2:48][C:49]([CH3:51])=[CH2:50]. The catalyst is C1COCC1. The product is [CH3:1][O:2][C:3](=[O:36])[CH:4]([C:5]1[CH:10]=[C:9]([C:11]2[CH:12]=[CH:13][C:14]([C:17]([F:19])([F:20])[F:18])=[CH:15][CH:16]=2)[N:8]=[C:7]([N:21]([CH2:32][CH:33]([CH3:34])[CH3:35])[C:22]2[CH:27]=[CH:26][C:25]([C:28]([F:31])([F:29])[F:30])=[CH:24][CH:23]=2)[CH:6]=1)[CH2:50][C:49]([CH3:51])=[CH2:48]. The yield is 0.470. (3) The reactants are S([N:11]1[C:15]2[N:16]=[CH:17][C:18]3[N:19]([C:20]([C@@H:23]4[CH2:28][CH2:27][CH2:26][N:25]([C:29]([O:31][C:32]([CH3:35])([CH3:34])[CH3:33])=[O:30])[CH2:24]4)=[N:21][CH:22]=3)[C:14]=2[CH:13]=[CH:12]1)(C1C=CC(C)=CC=1)(=O)=O.[OH-].[Na+].CCOC(C)=O.[NH4+].[Cl-]. The catalyst is O1CCOCC1. The product is [C:20]1([C@@H:23]2[CH2:28][CH2:27][CH2:26][N:25]([C:29]([O:31][C:32]([CH3:35])([CH3:34])[CH3:33])=[O:30])[CH2:24]2)[N:19]2[C:14]3[CH:13]=[CH:12][NH:11][C:15]=3[N:16]=[CH:17][C:18]2=[CH:22][N:21]=1. The yield is 0.920. (4) The catalyst is CN(C=O)C. The reactants are [Cl:1][C:2]1[C:3]([F:31])=[C:4]([CH:8]=[C:9]([Cl:30])[C:10]=1[NH:11][C:12]1[N:22]=[C:21]2[C:15]([N:16]([CH3:29])[C:17](=[O:28])[CH2:18][CH2:19][N:20]2[CH:23]2[CH2:27][CH2:26][CH2:25][CH2:24]2)=[CH:14][N:13]=1)[C:5](O)=[O:6].CN(C(ON1N=NC2C=CC=NC1=2)=[N+](C)C)C.F[P-](F)(F)(F)(F)F.[NH2:56][CH:57]1[CH2:62][CH2:61][N:60]([CH3:63])[CH2:59][CH2:58]1.C(N(C(C)C)CC)(C)C. The yield is 0.660. The product is [Cl:1][C:2]1[C:3]([F:31])=[C:4]([CH:8]=[C:9]([Cl:30])[C:10]=1[NH:11][C:12]1[N:22]=[C:21]2[C:15]([N:16]([CH3:29])[C:17](=[O:28])[CH2:18][CH2:19][N:20]2[CH:23]2[CH2:27][CH2:26][CH2:25][CH2:24]2)=[CH:14][N:13]=1)[C:5]([NH:56][CH:57]1[CH2:62][CH2:61][N:60]([CH3:63])[CH2:59][CH2:58]1)=[O:6].